From a dataset of Forward reaction prediction with 1.9M reactions from USPTO patents (1976-2016). Predict the product of the given reaction. (1) Given the reactants [NH:1]1[CH:5]=[CH:4][C:3]([C:6]([O:8][CH3:9])=[O:7])=[CH:2]1.[H-].[Na+].[C:12]([C:16]1[N:20]([CH2:21][CH:22]2[CH2:27][CH2:26][O:25][CH2:24][CH2:23]2)[C:19]2[CH:28]=[CH:29][C:30]([S:32](Cl)(=[O:34])=[O:33])=[CH:31][C:18]=2[N:17]=1)([CH3:15])([CH3:14])[CH3:13], predict the reaction product. The product is: [C:12]([C:16]1[N:20]([CH2:21][CH:22]2[CH2:23][CH2:24][O:25][CH2:26][CH2:27]2)[C:19]2[CH:28]=[CH:29][C:30]([S:32]([N:1]3[CH:5]=[CH:4][C:3]([C:6]([O:8][CH3:9])=[O:7])=[CH:2]3)(=[O:33])=[O:34])=[CH:31][C:18]=2[N:17]=1)([CH3:15])([CH3:13])[CH3:14]. (2) Given the reactants C(P(C(C)(C)C)C1C(OC)=CC=C(OC)C=1C1C(C(C)C)=CC(C(C)C)=CC=1C(C)C)(C)(C)C.[O-]P([O-])([O-])=O.[K+].[K+].[K+].C(O)(CC)(C)C.FC(F)(S(O[C:65]1[CH:74]=[CH:73][C:72]2[C:67](=[CH:68][CH:69]=[C:70]([C:75]3[CH:80]=[C:79]([N:81]4[CH:86]=[CH:85][C:84](=[O:87])[NH:83][C:82]4=[O:88])[CH:78]=[C:77]([C:89]([CH3:92])([CH3:91])[CH3:90])[C:76]=3[O:93][CH3:94])[CH:71]=2)[CH:66]=1)(=O)=O)C(F)(F)C(F)(F)C(F)(F)F.[CH3:96][S:97]([NH2:100])(=[O:99])=[O:98], predict the reaction product. The product is: [C:89]([C:77]1[C:76]([O:93][CH3:94])=[C:75]([C:70]2[CH:71]=[C:72]3[C:67](=[CH:68][CH:69]=2)[CH:66]=[C:65]([NH:100][S:97]([CH3:96])(=[O:99])=[O:98])[CH:74]=[CH:73]3)[CH:80]=[C:79]([N:81]2[CH:86]=[CH:85][C:84](=[O:87])[NH:83][C:82]2=[O:88])[CH:78]=1)([CH3:91])([CH3:90])[CH3:92]. (3) Given the reactants [NH:1]1[CH:5]=[CH:4][C:3]([C:6]2[CH:7]=[C:8]([C:12]3[N:17]4[N:18]=[CH:19][C:20]([C:21]([C:23]5[S:24][CH:25]=[CH:26][CH:27]=5)=[O:22])=[C:16]4[N:15]=[CH:14][CH:13]=3)[CH:9]=[CH:10][CH:11]=2)=[N:2]1.[CH:28]1([CH2:32]Br)[CH2:31][CH2:30][CH2:29]1, predict the reaction product. The product is: [CH:28]1([CH2:32][N:1]2[CH:5]=[CH:4][C:3]([C:6]3[CH:7]=[C:8]([C:12]4[N:17]5[N:18]=[CH:19][C:20]([C:21]([C:23]6[S:24][CH:25]=[CH:26][CH:27]=6)=[O:22])=[C:16]5[N:15]=[CH:14][CH:13]=4)[CH:9]=[CH:10][CH:11]=3)=[N:2]2)[CH2:31][CH2:30][CH2:29]1. (4) The product is: [F:1][C:2]1[CH:7]=[CH:6][C:5]([C:8]2[N:12]=[N:11][N:10]([CH3:13])[C:9]=2[CH2:14][O:15][C:16]2[CH:24]=[CH:23][C:19]([C:20]([NH:28][CH2:27][CH2:25][OH:26])=[O:21])=[CH:18][N:17]=2)=[CH:4][CH:3]=1. Given the reactants [F:1][C:2]1[CH:7]=[CH:6][C:5]([C:8]2[N:12]=[N:11][N:10]([CH3:13])[C:9]=2[CH2:14][O:15][C:16]2[CH:24]=[CH:23][C:19]([C:20](O)=[O:21])=[CH:18][N:17]=2)=[CH:4][CH:3]=1.[CH2:25]([CH2:27][NH2:28])[OH:26], predict the reaction product. (5) Given the reactants Cl[C:2]1[N:7]=[CH:6][C:5]2[CH:8]=[N:9][NH:10][C:4]=2[CH:3]=1.[CH3:11][O:12][C:13]1[CH:14]=[C:15](B(O)O)[CH:16]=[C:17]([O:19][CH3:20])[CH:18]=1.ClCCl.C(=O)([O-])[O-].[Na+].[Na+], predict the reaction product. The product is: [CH3:11][O:12][C:13]1[CH:14]=[C:15]([C:2]2[N:7]=[CH:6][C:5]3[CH:8]=[N:9][NH:10][C:4]=3[CH:3]=2)[CH:16]=[C:17]([O:19][CH3:20])[CH:18]=1. (6) Given the reactants C1C=CC(P(C2C=CC=CC=2)C2C=CC=CC=2)=CC=1.N1C=CN=C1.BrBr.[CH3:27][C:28]1[CH:29]=[C:30]([CH:38]=[C:39]([CH3:41])[CH:40]=1)[O:31][CH2:32][C:33]([O:35]CC)=[O:34], predict the reaction product. The product is: [CH3:27][C:28]1[CH:29]=[C:30]([CH:38]=[C:39]([CH3:41])[CH:40]=1)[O:31][CH2:32][C:33]([OH:35])=[O:34]. (7) Given the reactants [C:1]([C:3]1[CH:4]=[CH:5][C:6]2[O:10][C:9]([C:11]([O:13]C)=[O:12])=[C:8]([CH3:15])[C:7]=2[CH:16]=1)#[N:2].O1CCCC1.O.O.[OH-].[Li+], predict the reaction product. The product is: [C:1]([C:3]1[CH:4]=[CH:5][C:6]2[O:10][C:9]([C:11]([OH:13])=[O:12])=[C:8]([CH3:15])[C:7]=2[CH:16]=1)#[N:2]. (8) Given the reactants [CH3:1][N:2]([C:4]([CH2:6][N:7]1[C:15]2[C:10](=[CH:11][CH:12]=[C:13]([C:16]([OH:18])=[O:17])[CH:14]=2)[C:9]([CH:19]2[CH2:24][CH2:23][CH2:22][CH2:21][CH2:20]2)=[C:8]1[C:25]1[CH:26]=[C:27]2[C:32](=[CH:33][CH:34]=1)[N:31]=[C:30]([C:35]1[S:39][C:38]([CH3:40])=[N:37][C:36]=1[CH3:41])[CH:29]=[CH:28]2)=[O:5])[CH3:3].COC(C1C=[C:53]2[C:49]([C:50](C3CCCCC3)=[C:51]([C:61]3C=C4C(=CC=3)N=C(C3SC(C)=NC=3C)C=C4)[N:52]2[CH2:55][C:56](=O)N(C)C)=CC=1)=O.CN(C)C1CCNCC1, predict the reaction product. The product is: [CH:19]1([C:9]2[C:10]3[C:15](=[CH:14][C:13]([C:16]([OH:18])=[O:17])=[CH:12][CH:11]=3)[N:7]([CH2:6][C:4]([N:2]3[CH2:1][CH2:61][CH:51]([N:52]([CH2:55][CH3:56])[CH2:53][CH3:49])[CH2:50][CH2:3]3)=[O:5])[C:8]=2[C:25]2[CH:26]=[C:27]3[C:32](=[CH:33][CH:34]=2)[N:31]=[C:30]([C:35]2[S:39][C:38]([CH3:40])=[N:37][C:36]=2[CH3:41])[CH:29]=[CH:28]3)[CH2:20][CH2:21][CH2:22][CH2:23][CH2:24]1.